Dataset: Catalyst prediction with 721,799 reactions and 888 catalyst types from USPTO. Task: Predict which catalyst facilitates the given reaction. (1) The catalyst class is: 7. Reactant: [F-].C([N+](CCCC)(CCCC)CCCC)CCC.C[Si]([C:23]#[C:24][C:25]1[CH:26]=[CH:27][C:28]2[N:29]([CH:31]=[C:32]([C:34]([O:36][CH2:37][CH3:38])=[O:35])[N:33]=2)[CH:30]=1)(C)C.O. Product: [C:24]([C:25]1[CH:26]=[CH:27][C:28]2[N:29]([CH:31]=[C:32]([C:34]([O:36][CH2:37][CH3:38])=[O:35])[N:33]=2)[CH:30]=1)#[CH:23]. (2) Product: [Br:1][C:2]1[CH:8]=[CH:7][C:6]([F:9])=[C:5]2[C:3]=1[N:4]=[CH:18][CH:13]=[CH:14]2. Reactant: [Br:1][C:2]1[CH:8]=[CH:7][C:6]([F:9])=[CH:5][C:3]=1[NH2:4].[N+]([C:13]1[CH:18]=CC(O)=C[CH:14]=1)([O-])=O.OCC(CO)O.S(=O)(=O)(O)O. The catalyst class is: 6. (3) Reactant: I.[C:2]1([C@H:8]2[C@@H:12]([C:13]3[CH:18]=[CH:17][CH:16]=[CH:15][CH:14]=3)[NH:11][C:10]([S:19][CH3:20])=[N:9]2)[CH:7]=[CH:6][CH:5]=[CH:4][CH:3]=1.C(N(CC)CC)C.Cl[C:29]([O:31][C:32]1[CH:37]=[CH:36][CH:35]=[CH:34][CH:33]=1)=[O:30]. Product: [C:32]1([O:31][C:29]([N:9]2[C@H:8]([C:2]3[CH:3]=[CH:4][CH:5]=[CH:6][CH:7]=3)[C@H:12]([C:13]3[CH:14]=[CH:15][CH:16]=[CH:17][CH:18]=3)[N:11]=[C:10]2[S:19][CH3:20])=[O:30])[CH:37]=[CH:36][CH:35]=[CH:34][CH:33]=1. The catalyst class is: 119. (4) Reactant: Br[C:2]1[CH:3]=[CH:4][C:5]([CH3:20])=[C:6]([CH:8]2[C:13](=[O:14])[C:12]([CH3:16])([CH3:15])[O:11][C:10]([CH3:18])([CH3:17])[C:9]2=[O:19])[CH:7]=1.[H-].[Na+].C([Li])CCC.C[O:29][B:30](OC)[O:31]C. Product: [CH3:2][CH2:3][CH2:4][CH:5]([CH3:20])[CH3:6].[CH3:20][C:5]1[CH:4]=[CH:3][C:2]([B:30]([OH:31])[OH:29])=[CH:7][C:6]=1[CH:8]1[C:13](=[O:14])[C:12]([CH3:16])([CH3:15])[O:11][C:10]([CH3:18])([CH3:17])[C:9]1=[O:19]. The catalyst class is: 7. (5) Product: [F:1][C:2]1[CH:3]=[CH:4][C:5]([C:8]2[C:20]([C:21]3[CH:22]=[CH:23][N:29]=[C:30]([NH2:32])[N:31]=3)=[C:11]3[CH:12]=[CH:13][C:14]([C:16]([F:17])([F:19])[F:18])=[CH:15][N:10]3[N:9]=2)=[CH:6][CH:7]=1. The catalyst class is: 14. Reactant: [F:1][C:2]1[CH:7]=[CH:6][C:5]([C:8]2[C:20]([C:21](=O)[CH:22]=[CH:23]N(C)C)=[C:11]3[CH:12]=[CH:13][C:14]([C:16]([F:19])([F:18])[F:17])=[CH:15][N:10]3[N:9]=2)=[CH:4][CH:3]=1.Cl.[NH2:29][C:30]([NH2:32])=[NH2+:31].[O-]CC.[Na+].NC(N)=N. (6) Reactant: [F:1][C:2]([F:13])([F:12])[C:3]1[CH:11]=[CH:10][C:6]([CH:7]=[N:8][OH:9])=[CH:5][CH:4]=1.[Cl:14]NC(=O)CCC(N)=O.Cl.ClN1C(=O)CCC1=O. Product: [OH:9][N:8]=[C:7]([Cl:14])[C:6]1[CH:10]=[CH:11][C:3]([C:2]([F:12])([F:13])[F:1])=[CH:4][CH:5]=1. The catalyst class is: 483. (7) Reactant: Cl[CH2:2][C:3]1[CH:4]=[C:5]([C:21]([NH:23][CH2:24][C:25]2[CH:30]=[CH:29][C:28]([S:31]([CH3:34])(=[O:33])=[O:32])=[CH:27][CH:26]=2)=[O:22])[C:6](=[O:20])[N:7]([C:10]2[CH:15]=[CH:14][CH:13]=[C:12]([C:16]([F:19])([F:18])[F:17])[CH:11]=2)[C:8]=1[CH3:9].[NH:35]1[CH2:40][CH2:39][O:38][CH2:37][CH2:36]1. Product: [CH3:9][C:8]1[N:7]([C:10]2[CH:15]=[CH:14][CH:13]=[C:12]([C:16]([F:19])([F:17])[F:18])[CH:11]=2)[C:6](=[O:20])[C:5]([C:21]([NH:23][CH2:24][C:25]2[CH:26]=[CH:27][C:28]([S:31]([CH3:34])(=[O:33])=[O:32])=[CH:29][CH:30]=2)=[O:22])=[CH:4][C:3]=1[CH2:2][N:35]1[CH2:40][CH2:39][O:38][CH2:37][CH2:36]1. The catalyst class is: 3. (8) Reactant: C(OC([N:8]1[CH2:13][CH2:12][N:11]([C:14](=[O:24])[C@H:15]([CH2:20][CH2:21][S:22][CH3:23])[NH:16][C:17](=[O:19])[CH3:18])[CH2:10][CH2:9]1)=O)(C)(C)C.FC(F)(F)C(O)=O. Product: [C:17]([NH:16][C@H:15]([C:14]([N:11]1[CH2:12][CH2:13][NH:8][CH2:9][CH2:10]1)=[O:24])[CH2:20][CH2:21][S:22][CH3:23])(=[O:19])[CH3:18]. The catalyst class is: 4.